Dataset: Full USPTO retrosynthesis dataset with 1.9M reactions from patents (1976-2016). Task: Predict the reactants needed to synthesize the given product. (1) Given the product [C:24]([O:23][C:21]([N:18]1[CH2:19][CH2:20][CH:15]([N:13]2[CH:14]=[C:10]([C:7]3[S:8][CH:9]=[C:5]([C:3]([OH:4])=[O:2])[C:6]=3[CH3:28])[CH:11]=[N:12]2)[CH2:16][CH2:17]1)=[O:22])([CH3:27])([CH3:26])[CH3:25], predict the reactants needed to synthesize it. The reactants are: C[O:2][C:3]([C:5]1[C:6]([CH3:28])=[C:7]([C:10]2[CH:11]=[N:12][N:13]([CH:15]3[CH2:20][CH2:19][N:18]([C:21]([O:23][C:24]([CH3:27])([CH3:26])[CH3:25])=[O:22])[CH2:17][CH2:16]3)[CH:14]=2)[S:8][CH:9]=1)=[O:4].[OH-].[Na+]. (2) Given the product [ClH:62].[ClH:62].[ClH:62].[ClH:62].[NH2:11][C:12]1[C:17]([O:18][CH3:19])=[CH:16][C:15]([C:20]2[CH:21]=[CH:22][C:23]([N:26]3[CH2:32][CH2:31][CH2:30][N:29]([C:33]4[CH:38]=[CH:37][C:36]([C:39]5[CH:44]=[C:43]([O:45][CH3:46])[C:42]([NH2:47])=[C:41]([O:58][CH3:59])[CH:40]=5)=[CH:35][N:34]=4)[CH2:28][CH2:27]3)=[N:24][CH:25]=2)=[CH:14][C:13]=1[O:60][CH3:61], predict the reactants needed to synthesize it. The reactants are: C(OC([NH:11][C:12]1[C:17]([O:18][CH3:19])=[CH:16][C:15]([C:20]2[CH:21]=[CH:22][C:23]([N:26]3[CH2:32][CH2:31][CH2:30][N:29]([C:33]4[CH:38]=[CH:37][C:36]([C:39]5[CH:44]=[C:43]([O:45][CH3:46])[C:42]([NH:47]C(OCC6C=CC=CC=6)=O)=[C:41]([O:58][CH3:59])[CH:40]=5)=[CH:35][N:34]=4)[CH2:28][CH2:27]3)=[N:24][CH:25]=2)=[CH:14][C:13]=1[O:60][CH3:61])=O)C1C=CC=CC=1.[ClH:62].C(OCC)(=O)C.C(O)C. (3) Given the product [OH:36][CH2:2][CH2:3][CH:1]=[C:4]1[CH2:5][CH:6]([C:8]2[O:12][N:11]=[C:10]([C:13]3[CH:14]=[CH:15][C:16]([CH3:31])=[C:17]([NH:19][C:20]([C:22]4[N:26]5[CH:27]=[CH:28][CH:29]=[CH:30][C:25]5=[N:24][CH:23]=4)=[O:21])[CH:18]=3)[N:9]=2)[CH2:7]1, predict the reactants needed to synthesize it. The reactants are: [CH:1]1([C:4]2(O)[CH2:7][CH:6]([C:8]3[O:12][N:11]=[C:10]([C:13]4[CH:14]=[CH:15][C:16]([CH3:31])=[C:17]([NH:19][C:20]([C:22]5[N:26]6[CH:27]=[CH:28][CH:29]=[CH:30][C:25]6=[N:24][CH:23]=5)=[O:21])[CH:18]=4)[N:9]=3)[CH2:5]2)[CH2:3][CH2:2]1.FC(F)(F)C(O)=[O:36]. (4) Given the product [CH3:1][O:2][C:3](=[O:24])[C@H:4]([CH2:16][C:17]1[CH:22]=[CH:21][C:20]([NH:23][C:28]([C:27]2[C:26]([Cl:25])=[CH:34][CH:33]=[CH:32][C:31]=2[Cl:35])=[O:29])=[CH:19][CH:18]=1)[NH:5][C:6]([C:8]1[C:13]([CH3:14])=[CH:12][CH:11]=[CH:10][C:9]=1[Cl:15])=[S:7], predict the reactants needed to synthesize it. The reactants are: [CH3:1][O:2][C:3](=[O:24])[C@H:4]([CH2:16][C:17]1[CH:22]=[CH:21][C:20]([NH2:23])=[CH:19][CH:18]=1)[NH:5][C:6]([C:8]1[C:13]([CH3:14])=[CH:12][CH:11]=[CH:10][C:9]=1[Cl:15])=[S:7].[Cl:25][C:26]1[CH:34]=[CH:33][CH:32]=[C:31]([Cl:35])[C:27]=1[C:28](Cl)=[O:29].C(N(C(C)C)CC)(C)C.O. (5) Given the product [CH3:13][O:14][C:15](=[O:29])[CH:16]([NH:17][C:22]([O:24][C:25]([CH3:28])([CH3:27])[CH3:26])=[O:23])[CH2:20][C:19](=[O:32])[CH:5]=[N+:6]=[N-:7], predict the reactants needed to synthesize it. The reactants are: C[Si]([CH:5]=[N+:6]=[N-:7])(C)C.C([Li])CCC.[CH3:13][O:14][C:15](=[O:29])[C@H:16]1[CH2:20][CH2:19]C(=O)[N:17]1[C:22]([O:24][C:25]([CH3:28])([CH3:27])[CH3:26])=[O:23].[NH4+].[Cl-].[O:32]1CCCC1. (6) The reactants are: Cl.[C:2]1([C:8]2[S:12][C:11]([CH2:13][C:14]3[CH:26]=[CH:25][C:17]([O:18][CH2:19][C@@H:20]4[CH2:24][CH2:23][CH2:22][NH:21]4)=[CH:16][CH:15]=3)=[CH:10][CH:9]=2)[CH:7]=[CH:6][CH:5]=[CH:4][CH:3]=1.Br[CH2:28][CH2:29][CH2:30][C:31]([O:33]C)=[O:32]. Given the product [C:2]1([C:8]2[S:12][C:11]([CH2:13][C:14]3[CH:15]=[CH:16][C:17]([O:18][CH2:19][C@@H:20]4[CH2:24][CH2:23][CH2:22][N:21]4[CH2:28][CH2:29][CH2:30][C:31]([OH:33])=[O:32])=[CH:25][CH:26]=3)=[CH:10][CH:9]=2)[CH:3]=[CH:4][CH:5]=[CH:6][CH:7]=1, predict the reactants needed to synthesize it. (7) Given the product [C:26]([O:25][C:23]([NH:2][CH:3]([C:4]([O:6][CH2:7][CH3:8])=[O:5])[C:9]([O:11][CH2:12][CH3:13])=[O:10])=[O:24])([CH3:29])([CH3:28])[CH3:27], predict the reactants needed to synthesize it. The reactants are: Cl.[NH2:2][CH:3]([C:9]([O:11][CH2:12][CH3:13])=[O:10])[C:4]([O:6][CH2:7][CH3:8])=[O:5].CCN(C(C)C)C(C)C.[C:23](O[C:23]([O:25][C:26]([CH3:29])([CH3:28])[CH3:27])=[O:24])([O:25][C:26]([CH3:29])([CH3:28])[CH3:27])=[O:24]. (8) Given the product [F:38][C:29]1[CH:30]=[C:31]([C:34]([F:36])([F:37])[F:35])[CH:32]=[CH:33][C:28]=1[C:25]1[N:24]=[C:23]([CH3:39])[C:22]([CH2:21][O:17][C:4]2[CH:5]=[CH:6][C:7]([CH2:8][CH2:9][CH2:10][CH2:11][N:12]3[CH:16]=[CH:15][N:14]=[N:13]3)=[C:2]([CH3:1])[CH:3]=2)=[CH:27][CH:26]=1, predict the reactants needed to synthesize it. The reactants are: [CH3:1][C:2]1[CH:3]=[C:4]([OH:17])[CH:5]=[CH:6][C:7]=1[CH2:8][CH2:9][CH2:10][CH2:11][N:12]1[CH:16]=[CH:15][N:14]=[N:13]1.[H-].[Na+].Cl[CH2:21][C:22]1[C:23]([CH3:39])=[N:24][C:25]([C:28]2[CH:33]=[CH:32][C:31]([C:34]([F:37])([F:36])[F:35])=[CH:30][C:29]=2[F:38])=[CH:26][CH:27]=1.O. (9) Given the product [Br:1][C:2]1[N:7]=[C:6]([C:8]([O:10][CH3:11])=[O:9])[CH:5]=[CH:4][CH:3]=1, predict the reactants needed to synthesize it. The reactants are: [Br:1][C:2]1[N:7]=[C:6]([C:8]([OH:10])=[O:9])[CH:5]=[CH:4][CH:3]=1.[CH3:11]O.